From a dataset of Full USPTO retrosynthesis dataset with 1.9M reactions from patents (1976-2016). Predict the reactants needed to synthesize the given product. (1) Given the product [C:1]([O:5][C:6](=[O:7])[NH:8][CH2:9][C:10]#[C:11][C:20]([C:22]1[N:23]([CH2:33][CH3:34])[N:24]=[C:25]([C:27]2[CH:28]=[CH:29][CH:30]=[CH:31][CH:32]=2)[CH:26]=1)=[O:21])([CH3:4])([CH3:3])[CH3:2], predict the reactants needed to synthesize it. The reactants are: [C:1]([O:5][C:6]([NH:8][CH2:9][C:10]#[CH:11])=[O:7])([CH3:4])([CH3:3])[CH3:2].[Li]CCCC.CON(C)[C:20]([C:22]1[N:23]([CH2:33][CH3:34])[N:24]=[C:25]([C:27]2[CH:32]=[CH:31][CH:30]=[CH:29][CH:28]=2)[CH:26]=1)=[O:21]. (2) Given the product [CH2:1]([C@@:4]1([CH3:30])[CH2:9][C@H:8]([C:10]2[CH:15]=[CH:14][CH:13]=[C:12]([Cl:16])[CH:11]=2)[C@@H:7]([C:17]2[CH:22]=[CH:21][C:20]([Cl:23])=[CH:19][CH:18]=2)[N:6]([C@@H:24]([CH2:27][CH3:28])[CH2:25][NH:37][S:34]([CH:32]([CH3:33])[CH3:31])(=[O:36])=[O:35])[C:5]1=[O:29])[CH:2]=[CH2:3], predict the reactants needed to synthesize it. The reactants are: [CH2:1]([C@@:4]1([CH3:30])[CH2:9][C@H:8]([C:10]2[CH:15]=[CH:14][CH:13]=[C:12]([Cl:16])[CH:11]=2)[C@@H:7]([C:17]2[CH:22]=[CH:21][C:20]([Cl:23])=[CH:19][CH:18]=2)[N:6]([C@@H:24]([CH2:27][CH3:28])[CH2:25]O)[C:5]1=[O:29])[CH:2]=[CH2:3].[CH3:31][CH:32]([S:34]([NH2:37])(=[O:36])=[O:35])[CH3:33]. (3) Given the product [F:1][C:2]1[CH:7]=[C:6]([S:32][C:30]#[N:31])[CH:5]=[CH:4][C:3]=1[NH2:8], predict the reactants needed to synthesize it. The reactants are: [F:1][C:2]1[CH:7]=[CH:6][CH:5]=[CH:4][C:3]=1[NH2:8].[B-](F)(F)(F)F.[B-](F)(F)(F)F.C1[N+]2(CCl)CC[N+](F)(CC2)C1.[C:30]([S-:32])#[N:31].[K+]. (4) Given the product [CH2:1]([C:3]1[CH:12]=[CH:11][C:10]2[C:5](=[C:6]([NH2:17])[N:7]=[C:8]3[CH:16]=[CH:15][CH:14]=[CH:13][C:9]3=2)[N:4]=1)[CH3:2], predict the reactants needed to synthesize it. The reactants are: [CH:1]([C:3]1[CH:12]=[CH:11][C:10]2[C:5](=[C:6]([NH2:17])[N:7]=[C:8]3[CH:16]=[CH:15][CH:14]=[CH:13][C:9]3=2)[N:4]=1)=[CH2:2].[H][H]. (5) Given the product [N:1]1([CH2:7]/[CH:8]=[CH:9]/[C:10]([Cl:16])=[O:12])[CH2:6][CH2:5][CH2:4][CH2:3][CH2:2]1, predict the reactants needed to synthesize it. The reactants are: [N:1]1([CH2:7]/[CH:8]=[CH:9]/[C:10]([OH:12])=O)[CH2:6][CH2:5][CH2:4][CH2:3][CH2:2]1.C(Cl)(=O)C([Cl:16])=O.